From a dataset of Full USPTO retrosynthesis dataset with 1.9M reactions from patents (1976-2016). Predict the reactants needed to synthesize the given product. Given the product [Br:1][C:2]1[CH:3]=[CH:4][C:5]([F:12])=[C:6]([CH2:8][CH2:9][CH2:10][O:11][S:19]([C:22]2[CH:28]=[CH:27][C:25]([CH3:26])=[CH:24][CH:23]=2)(=[O:21])=[O:20])[CH:7]=1, predict the reactants needed to synthesize it. The reactants are: [Br:1][C:2]1[CH:3]=[CH:4][C:5]([F:12])=[C:6]([CH2:8][CH2:9][CH2:10][OH:11])[CH:7]=1.N1C=CC=CC=1.[S:19](Cl)([C:22]1[CH:28]=[CH:27][C:25]([CH3:26])=[CH:24][CH:23]=1)(=[O:21])=[O:20].